From a dataset of Full USPTO retrosynthesis dataset with 1.9M reactions from patents (1976-2016). Predict the reactants needed to synthesize the given product. (1) Given the product [CH2:46]([O:45][C:43](=[O:44])[N:4]([CH2:1][CH:2]=[CH2:3])[C:5]1[C:10](=[O:11])[N:9]2[C@@H:12]([C:20](=[O:42])[NH:21][CH2:22][C:23]3[CH:24]=[CH:25][C:26]([C:29]([NH:31][C:32]([O:34][CH2:35][C:36]4[CH:37]=[CH:38][CH:39]=[CH:40][CH:41]=4)=[O:33])=[NH:30])=[CH:27][CH:28]=3)[CH2:13][C@@:14]([CH3:15])([CH2:16][C:17](=[O:18])[N:53]3[CH2:58][CH2:57][CH2:56][CH2:55][CH2:54]3)[C:8]2=[N:7][CH:6]=1)[C:47]1[CH:48]=[CH:49][CH:50]=[CH:51][CH:52]=1, predict the reactants needed to synthesize it. The reactants are: [CH2:1]([N:4]([C:43]([O:45][CH2:46][C:47]1[CH:52]=[CH:51][CH:50]=[CH:49][CH:48]=1)=[O:44])[C:5]1[C:10](=[O:11])[N:9]2[C@@H:12]([C:20](=[O:42])[NH:21][CH2:22][C:23]3[CH:28]=[CH:27][C:26]([C:29]([NH:31][C:32]([O:34][CH2:35][C:36]4[CH:41]=[CH:40][CH:39]=[CH:38][CH:37]=4)=[O:33])=[NH:30])=[CH:25][CH:24]=3)[CH2:13][C@:14]([CH2:16][C:17](O)=[O:18])([CH3:15])[C:8]2=[N:7][CH:6]=1)[CH:2]=[CH2:3].[NH:53]1[CH2:58][CH2:57][CH2:56][CH2:55][CH2:54]1. (2) The reactants are: [F:1][C:2]1[CH:7]=[CH:6][CH:5]=[CH:4][C:3]=1[C:8](=[O:12])[CH2:9][CH:10]=O.[NH2:13][C:14]1[C:19]([C:20]([F:23])([F:22])[F:21])=[CH:18][CH:17]=[CH:16][C:15]=1[C:24]([C:26]1[CH:31]=[CH:30][CH:29]=[CH:28][CH:27]=1)=O. Given the product [F:1][C:2]1[CH:7]=[CH:6][CH:5]=[CH:4][C:3]=1[C:8]([C:9]1[CH:10]=[N:13][C:14]2[C:15]([C:24]=1[C:26]1[CH:31]=[CH:30][CH:29]=[CH:28][CH:27]=1)=[CH:16][CH:17]=[CH:18][C:19]=2[C:20]([F:23])([F:22])[F:21])=[O:12], predict the reactants needed to synthesize it. (3) The reactants are: [C:1]([CH:5]([C:11]([O:13][CH2:14][CH3:15])=[O:12])[C:6]([O:8][CH2:9][CH3:10])=[O:7])(=O)[CH2:2][CH3:3].P(Cl)(Cl)([Cl:18])=O.C(N(CCCC)CCCC)CCC. Given the product [Cl:18][C:1](=[C:5]([C:11]([O:13][CH2:14][CH3:15])=[O:12])[C:6]([O:8][CH2:9][CH3:10])=[O:7])[CH2:2][CH3:3], predict the reactants needed to synthesize it. (4) Given the product [ClH:7].[ClH:7].[F:1][C:2]1[CH:9]=[CH:8][C:5]([CH2:6][N:10]2[CH2:15][CH2:14][NH:13][CH2:12][CH2:11]2)=[CH:4][CH:3]=1, predict the reactants needed to synthesize it. The reactants are: [F:1][C:2]1[CH:9]=[CH:8][C:5]([CH2:6][Cl:7])=[CH:4][CH:3]=1.[NH:10]1[CH2:15][CH2:14][NH:13][CH2:12][CH2:11]1. (5) Given the product [C:10]([C:9]1[CH:12]=[CH:13][C:14]([B:16]([OH:21])[OH:17])=[C:7]([F:6])[CH:8]=1)#[N:11], predict the reactants needed to synthesize it. The reactants are: C([Mg]Cl)(C)C.[F:6][C:7]1[CH:8]=[C:9]([CH:12]=[CH:13][C:14]=1I)[C:10]#[N:11].[B:16](OC(C)C)([O:21]C(C)C)[O:17]C(C)C. (6) Given the product [Cl:26][C:25]1[C:20]2[N:19]=[C:18]3[N:13]([C:10]4[C:9]([CH3:36])=[N:8][C:7]([N:39]5[CH2:43][CH2:42][CH2:41][CH2:40]5)=[CH:12][CH:11]=4)[CH2:14][CH2:15][CH2:16][N:17]3[C:21]=2[C:22]([CH:27]([O:32][CH:33]([F:35])[F:34])[C:28]([F:31])([F:30])[F:29])=[CH:23][CH:24]=1, predict the reactants needed to synthesize it. The reactants are: FC(F)(F)S(O[C:7]1[CH:12]=[CH:11][C:10]([N:13]2[C:18]3=[N:19][C:20]4[C:25]([Cl:26])=[CH:24][CH:23]=[C:22]([CH:27]([O:32][CH:33]([F:35])[F:34])[C:28]([F:31])([F:30])[F:29])[C:21]=4[N:17]3[CH2:16][CH2:15][CH2:14]2)=[C:9]([CH3:36])[N:8]=1)(=O)=O.[NH:39]1[CH2:43][CH2:42][CH2:41][CH2:40]1.